From a dataset of Reaction yield outcomes from USPTO patents with 853,638 reactions. Predict the reaction yield, written as a fraction of the theoretical maximum amount of product (1.0 means a 100% yield; for example, 0.34 means a 34% yield). (1) The reactants are C[O:2][C:3](=O)[C:4]1[CH:9]=[C:8]([N+:10]([O-:12])=[O:11])[C:7]([C:13]([F:16])([F:15])[F:14])=[CH:6][C:5]=1[N:17]=[C:18]=[O:19].[CH3:21][S:22]([NH:25][NH2:26])(=[O:24])=[O:23].[OH-].[Na+].Cl. The catalyst is C1COCC1. The product is [N+:10]([C:8]1[CH:9]=[C:4]2[C:5](=[CH:6][C:7]=1[C:13]([F:16])([F:15])[F:14])[NH:17][C:18](=[O:19])[N:26]([NH:25][S:22]([CH3:21])(=[O:24])=[O:23])[C:3]2=[O:2])([O-:12])=[O:11]. The yield is 0.810. (2) The reactants are [C:1]([O:5][C:6]([NH:8][C@:9]1([C:14]([OH:16])=O)[CH2:11][C@H:10]1[CH:12]=[CH2:13])=[O:7])([CH3:4])([CH3:3])[CH3:2].[C:17](N1C=CN=C1)([N:19]1[CH:23]=CN=C1)=O.C[NH:30][S:31](NC)(=[O:33])=[O:32].C1CCN2C(=NCCC2)CC1. The catalyst is ClC(Cl)C. The product is [C:1]([O:5][C:6]([NH:8][C@:9]1([C:14]([NH:30][S:31]([N:19]([CH3:23])[CH3:17])(=[O:33])=[O:32])=[O:16])[CH2:11][C@H:10]1[CH:12]=[CH2:13])=[O:7])([CH3:4])([CH3:3])[CH3:2]. The yield is 0.780. (3) The reactants are [N:1]([CH2:4][CH2:5][CH2:6][C:7]1([C:20]2[CH:25]=[CH:24][CH:23]=[CH:22][CH:21]=2)[NH:11][N:10]=[C:9]([C:12]2[CH:17]=[C:16]([F:18])[CH:15]=[CH:14][C:13]=2[F:19])[S:8]1)=[N+:2]=[N-:3].[C:26]([N:34]=[C:35]=[S:36])(=[O:33])[C:27]1[CH:32]=[CH:31][CH:30]=[CH:29][CH:28]=1. The catalyst is C1COCC1. The product is [N:1]([CH2:4][CH2:5][CH2:6][C:7]1([C:20]2[CH:25]=[CH:24][CH:23]=[CH:22][CH:21]=2)[N:11]([C:35]([NH:34][C:26](=[O:33])[C:27]2[CH:28]=[CH:29][CH:30]=[CH:31][CH:32]=2)=[S:36])[N:10]=[C:9]([C:12]2[CH:17]=[C:16]([F:18])[CH:15]=[CH:14][C:13]=2[F:19])[S:8]1)=[N+:2]=[N-:3]. The yield is 0.540. (4) The reactants are CN(C=O)C.[OH:6][C:7]1[CH:12]=[C:11]([OH:13])[N:10]=[C:9]([SH:14])[N:8]=1.C(N(CC)CC)C.[CH3:22][O:23][C:24]1[CH:31]=[CH:30][C:27]([CH2:28]Cl)=[CH:26][CH:25]=1. The catalyst is O. The product is [OH:6][C:7]1[CH:12]=[C:11]([OH:13])[N:10]=[C:9]([S:14][CH2:28][C:27]2[CH:30]=[CH:31][C:24]([O:23][CH3:22])=[CH:25][CH:26]=2)[N:8]=1. The yield is 0.820. (5) The reactants are [CH:1]([CH:4]1[NH:9][CH2:8][CH2:7][N:6]2[C:10]3[CH:16]=[C:15]([S:17]([CH3:20])(=[O:19])=[O:18])[CH:14]=[CH:13][C:11]=3[N:12]=[C:5]12)([CH3:3])[CH3:2].Cl[C:22]1[N:27]=[C:26]([C:28]([F:31])([F:30])[F:29])[C:25]([C:32]([O:34][CH2:35][CH3:36])=[O:33])=[CH:24][N:23]=1.CCN(C(C)C)C(C)C. The catalyst is CS(C)=O.O. The product is [CH:1]([CH:4]1[N:9]([C:22]2[N:27]=[C:26]([C:28]([F:30])([F:31])[F:29])[C:25]([C:32]([O:34][CH2:35][CH3:36])=[O:33])=[CH:24][N:23]=2)[CH2:8][CH2:7][N:6]2[C:10]3[CH:16]=[C:15]([S:17]([CH3:20])(=[O:18])=[O:19])[CH:14]=[CH:13][C:11]=3[N:12]=[C:5]12)([CH3:3])[CH3:2]. The yield is 0.640. (6) The reactants are [O:1]1[CH:5]=[N:4][N:3]=[C:2]1[C:6]1[CH:7]=[C:8]([CH:10]=[CH:11][CH:12]=1)[NH2:9].C(=O)(O)[O-].[Na+].CC(C)=O.O.[CH2:23]([O:30][C:31](Cl)=[O:32])[C:24]1[CH:29]=[CH:28][CH:27]=[CH:26][CH:25]=1. The catalyst is O. The product is [CH2:23]([O:30][C:31](=[O:32])[NH:9][C:8]1[CH:10]=[CH:11][CH:12]=[C:6]([C:2]2[O:1][CH:5]=[N:4][N:3]=2)[CH:7]=1)[C:24]1[CH:29]=[CH:28][CH:27]=[CH:26][CH:25]=1. The yield is 0.930. (7) The reactants are [O:1]1CCCO[CH:2]1[C:7]1[CH:8]=[CH:9][C:10]([C:13]2[S:21][C:20]3[C:15](=[N:16][CH:17]=[CH:18][C:19]=3[O:22][C:23]3[CH:28]=[CH:27][C:26]([N+:29]([O-:31])=[O:30])=[CH:25][C:24]=3[F:32])[CH:14]=2)=[N:11][CH:12]=1.ClC1C=CN=C2C=C(C3C=CC(C=O)=CN=3)SC=12.C(=O)([O-])[O-].[Na+].[Na+].C(=O)([O-])[O-].[K+].[K+]. No catalyst specified. The product is [F:32][C:24]1[CH:25]=[C:26]([N+:29]([O-:31])=[O:30])[CH:27]=[CH:28][C:23]=1[O:22][C:19]1[CH:18]=[CH:17][N:16]=[C:15]2[CH:14]=[C:13]([C:10]3[CH:9]=[CH:8][C:7]([CH:2]=[O:1])=[CH:12][N:11]=3)[S:21][C:20]=12. The yield is 0.550. (8) The reactants are [CH3:1][O:2][C:3](=[O:39])[CH2:4][CH2:5][CH:6]([N:14]([CH2:21][C:22]1[N:23]=[C:24]2[C:29](=[N:30][CH:31]=1)[N:28]=[C:27]([NH:32][C:33](=[O:37])[CH:34]([CH3:36])[CH3:35])[NH:26][C:25]2=[O:38])[C:15](=[O:20])[C:16]([F:19])([F:18])[F:17])[C:7]([O:9]C(C)(C)C)=[O:8]. The catalyst is C(O)(C(F)(F)F)=O.ClCCl. The product is [CH3:1][O:2][C:3](=[O:39])[CH2:4][CH2:5][CH:6]([N:14]([CH2:21][C:22]1[N:23]=[C:24]2[C:29](=[N:30][CH:31]=1)[N:28]=[C:27]([NH:32][C:33](=[O:37])[CH:34]([CH3:35])[CH3:36])[NH:26][C:25]2=[O:38])[C:15](=[O:20])[C:16]([F:19])([F:18])[F:17])[C:7]([OH:9])=[O:8]. The yield is 0.960.